From a dataset of Forward reaction prediction with 1.9M reactions from USPTO patents (1976-2016). Predict the product of the given reaction. (1) Given the reactants [Br:1][C:2]1[CH:3]=[C:4]([CH:8]=[CH:9][C:10]=1[O:11][CH3:12])[C:5]([OH:7])=O.CCN(C(C)C)C(C)C.[CH:22]1([NH2:28])[CH2:27][CH2:26][CH2:25][CH2:24][CH2:23]1.CN(C(ON1N=NC2C=CC=NC1=2)=[N+](C)C)C.F[P-](F)(F)(F)(F)F, predict the reaction product. The product is: [Br:1][C:2]1[CH:3]=[C:4]([CH:8]=[CH:9][C:10]=1[O:11][CH3:12])[C:5]([NH:28][CH:22]1[CH2:27][CH2:26][CH2:25][CH2:24][CH2:23]1)=[O:7]. (2) Given the reactants [Cl:1][C:2]1[CH:26]=[CH:25][C:5]([O:6][C:7]([N:9]([CH3:24])[C@H:10]2[CH2:15][CH2:14][C@H:13]([C:16]#[C:17][CH2:18]OS(C)(=O)=O)[CH2:12][CH2:11]2)=[O:8])=[CH:4][CH:3]=1.[CH3:27][NH:28][CH2:29][CH2:30][CH3:31], predict the reaction product. The product is: [Cl:1][C:2]1[CH:26]=[CH:25][C:5]([O:6][C:7](=[O:8])[N:9]([CH3:24])[C@H:10]2[CH2:15][CH2:14][C@H:13]([C:16]#[C:17][CH2:18][N:28]([CH3:27])[CH2:29][CH2:30][CH3:31])[CH2:12][CH2:11]2)=[CH:4][CH:3]=1.